From a dataset of Forward reaction prediction with 1.9M reactions from USPTO patents (1976-2016). Predict the product of the given reaction. (1) Given the reactants I[C:2]1[CH:7]=[CH:6][C:5]([C:8]2[CH:13]=[CH:12][C:11](I)=[CH:10][CH:9]=2)=[CH:4][CH:3]=1.[CH:15]1[C:27]2[NH:26][C:25]3[C:20](=[CH:21][CH:22]=[CH:23][CH:24]=3)[C:19]=2[CH:18]=[CH:17][CH:16]=1.C(=O)([O-])[O-].[K+].[K+].C([C:37]1[CH:42]=[CH:41][CH:40]=[C:39]([CH:43]([CH3:45])[CH3:44])[CH:38]=1)(C)C, predict the reaction product. The product is: [CH:3]1[C:4]2[N:26]([C:25]3[CH:20]=[CH:44][C:43]([C:39]4[CH:38]=[CH:37][C:42]([N:26]5[C:25]6[CH:24]=[CH:23][CH:22]=[CH:21][C:20]=6[C:19]6[C:27]5=[CH:15][CH:16]=[CH:17][CH:18]=6)=[CH:41][CH:40]=4)=[CH:45][CH:24]=3)[C:13]3[C:8](=[CH:9][CH:10]=[CH:11][CH:12]=3)[C:5]=2[CH:6]=[CH:7][CH:2]=1. (2) Given the reactants [Br-].[CH2:2]([P+:7]([C:20]1[CH:25]=[CH:24][CH:23]=[CH:22][CH:21]=1)([C:14]1[CH:19]=[CH:18][CH:17]=[CH:16][CH:15]=1)[C:8]1[CH:13]=[CH:12][CH:11]=[CH:10][CH:9]=1)[CH2:3][CH2:4][CH2:5][CH3:6].C[Si]([N-][Si](C)(C)C)(C)C.[K+].COC1C=C(C2(C=CCCCC)CCCC2)C=C(OC)C=1, predict the reaction product. The product is: [CH2:3]([CH:2]=[P:7]([C:20]1[CH:25]=[CH:24][CH:23]=[CH:22][CH:21]=1)([C:8]1[CH:9]=[CH:10][CH:11]=[CH:12][CH:13]=1)[C:14]1[CH:19]=[CH:18][CH:17]=[CH:16][CH:15]=1)[CH2:4][CH2:5][CH3:6]. (3) Given the reactants [CH2:1]([N:8]1[C:12]2=[C:13]([N:18]3[CH2:27][CH2:26][C:25]4[C:20](=[CH:21][CH:22]=[CH:23][CH:24]=4)[CH2:19]3)[N:14]=[C:15]([SH:17])[CH:16]=[C:11]2[C:10]([CH3:28])=[C:9]1[CH3:29])[C:2]1[CH:7]=[CH:6][CH:5]=[CH:4][CH:3]=1.[ClH:30], predict the reaction product. The product is: [ClH:30].[CH2:1]([N:8]1[C:12]2=[C:13]([N:18]3[CH2:27][CH2:26][C:25]4[C:20](=[CH:21][CH:22]=[CH:23][CH:24]=4)[CH2:19]3)[N:14]=[C:15]([SH:17])[CH:16]=[C:11]2[C:10]([CH3:28])=[C:9]1[CH3:29])[C:2]1[CH:3]=[CH:4][CH:5]=[CH:6][CH:7]=1. (4) Given the reactants [CH2:1]([O:8][C:9]1[CH:18]=[CH:17][C:16]2[N+:15]([O-])=[CH:14][C:13]3[N:20]=[C:21]([CH2:32][O:33][CH2:34][CH3:35])[N:22]([CH2:23][C:24]([NH:27][S:28]([CH3:31])(=[O:30])=[O:29])([CH3:26])[CH3:25])[C:12]=3[C:11]=2[CH:10]=1)[C:2]1[CH:7]=[CH:6][CH:5]=[CH:4][CH:3]=1.ClC(Cl)(Cl)C([N:40]=C=O)=O, predict the reaction product. The product is: [NH2:40][C:14]1[C:13]2[N:20]=[C:21]([CH2:32][O:33][CH2:34][CH3:35])[N:22]([CH2:23][C:24]([NH:27][S:28]([CH3:31])(=[O:30])=[O:29])([CH3:26])[CH3:25])[C:12]=2[C:11]2[CH:10]=[C:9]([O:8][CH2:1][C:2]3[CH:7]=[CH:6][CH:5]=[CH:4][CH:3]=3)[CH:18]=[CH:17][C:16]=2[N:15]=1.